Dataset: Full USPTO retrosynthesis dataset with 1.9M reactions from patents (1976-2016). Task: Predict the reactants needed to synthesize the given product. (1) Given the product [OH:38][CH2:37][C:34]1[CH:35]=[CH:36][C:31]([CH2:30][CH:29]([NH:28][C:5]2[N:10]=[C:9]([N:11]3[CH2:16][CH2:15][C:14](=[O:17])[N:13]4[CH2:18][CH:19]=[C:20]([C:22]5[CH:23]=[CH:24][CH:25]=[CH:26][CH:27]=5)[N:21]=[C:12]34)[CH:8]=[CH:7][N:6]=2)[CH3:39])=[CH:32][CH:33]=1, predict the reactants needed to synthesize it. The reactants are: CS([C:5]1[N:10]=[C:9]([N:11]2[CH2:16][CH2:15][C:14](=[O:17])[N:13]3[CH2:18][CH:19]=[C:20]([C:22]4[CH:27]=[CH:26][CH:25]=[CH:24][CH:23]=4)[N:21]=[C:12]23)[CH:8]=[CH:7][N:6]=1)(=O)=O.[NH2:28][CH:29]([CH3:39])[CH2:30][C:31]1[CH:36]=[CH:35][C:34]([CH2:37][OH:38])=[CH:33][CH:32]=1.O1CCOCC1. (2) Given the product [CH3:26][O:25][CH2:24][C@@H:21]1[CH2:22][CH2:23][N:20]1[C:13]1[N:14]2[C:18]([N:19]=[C:11]3[CH2:10][CH2:9][NH:8][CH2:28][CH2:27][C:12]=13)=[CH:17][CH:16]=[N:15]2.[ClH:29], predict the reactants needed to synthesize it. The reactants are: C(OC([N:8]1[CH2:28][CH2:27][C:12]2=[C:13]([N:20]3[CH2:23][CH2:22][C@H:21]3[CH2:24][O:25][CH3:26])[N:14]3[C:18]([N:19]=[C:11]2[CH2:10][CH2:9]1)=[CH:17][CH:16]=[N:15]3)=O)(C)(C)C.[ClH:29]. (3) Given the product [Cl:1][C:2]1[CH:7]=[C:6]([C:12]2[CH:13]=[CH:14][CH:15]=[CH:16][C:11]=2[O:10][CH3:9])[N:5]=[CH:4][N:3]=1, predict the reactants needed to synthesize it. The reactants are: [Cl:1][C:2]1[CH:7]=[C:6](Cl)[N:5]=[CH:4][N:3]=1.[CH3:9][O:10][C:11]1[CH:16]=[CH:15][CH:14]=[CH:13][C:12]=1B(O)O.C(=O)([O-])[O-].[Na+].[Na+].